From a dataset of CYP2C19 inhibition data for predicting drug metabolism from PubChem BioAssay. Regression/Classification. Given a drug SMILES string, predict its absorption, distribution, metabolism, or excretion properties. Task type varies by dataset: regression for continuous measurements (e.g., permeability, clearance, half-life) or binary classification for categorical outcomes (e.g., BBB penetration, CYP inhibition). Dataset: cyp2c19_veith. (1) The drug is CCOc1cc2[nH]c(=S)n(CCCC(=O)NCc3ccco3)c(=O)c2cc1OCC. The result is 0 (non-inhibitor). (2) The compound is COc1cccc(Cn2c(=O)cnc3cnc(N4CCN(C)CC4)nc32)c1. The result is 0 (non-inhibitor).